Dataset: Peptide-MHC class I binding affinity with 185,985 pairs from IEDB/IMGT. Task: Regression. Given a peptide amino acid sequence and an MHC pseudo amino acid sequence, predict their binding affinity value. This is MHC class I binding data. (1) The peptide sequence is SPVMGVIGF. The MHC is HLA-B15:17 with pseudo-sequence HLA-B15:17. The binding affinity (normalized) is 0.0847. (2) The peptide sequence is FYRNISDPL. The MHC is HLA-A02:01 with pseudo-sequence HLA-A02:01. The binding affinity (normalized) is 0.0847. (3) The binding affinity (normalized) is 0.152. The MHC is HLA-B58:01 with pseudo-sequence HLA-B58:01. The peptide sequence is YTAVVPLVK. (4) The MHC is Mamu-B3901 with pseudo-sequence Mamu-B3901. The binding affinity (normalized) is 0.877. The peptide sequence is RQFPTAREF.